This data is from Reaction yield outcomes from USPTO patents with 853,638 reactions. The task is: Predict the reaction yield, written as a fraction of the theoretical maximum amount of product (1.0 means a 100% yield; for example, 0.34 means a 34% yield). (1) The reactants are [Cl:1][C:2]1[N:7]=[C:6]([CH:8]=C)[C:5]([O:10][CH3:11])=[C:4]([Cl:12])[N:3]=1.ClCCl.C[OH:17]. No catalyst specified. The product is [Cl:1][C:2]1[N:7]=[C:6]([CH:8]=[O:17])[C:5]([O:10][CH3:11])=[C:4]([Cl:12])[N:3]=1. The yield is 1.00. (2) The reactants are [BH4-].[Na+].[C:3]1([N:9]2[CH2:14][CH2:13][N:12]([CH2:15][C:16]3[CH:25]=[CH:24][C:19]([NH:20][N+]([O-])=O)=[CH:18][CH:17]=3)[CH2:11][CH2:10]2)[CH:8]=[CH:7][CH:6]=[CH:5][CH:4]=1.O.O.[Sn](Cl)Cl.[OH-].[Na+]. The product is [C:3]1([N:9]2[CH2:10][CH2:11][N:12]([CH2:15][C:16]3[CH:17]=[CH:18][C:19]([NH2:20])=[CH:24][CH:25]=3)[CH2:13][CH2:14]2)[CH:8]=[CH:7][CH:6]=[CH:5][CH:4]=1. The catalyst is C(O)C. The yield is 0.490. (3) The reactants are O.Cl.[NH:3]1[CH2:8][CH2:7][C:6](=[O:9])[CH2:5][CH2:4]1.[CH3:10][O:11][CH2:12][CH2:13]Br.C([O-])([O-])=O.[K+].[K+]. The catalyst is CC#N. The product is [CH3:10][O:11][CH2:12][CH2:13][N:3]1[CH2:8][CH2:7][C:6](=[O:9])[CH2:5][CH2:4]1. The yield is 0.180. (4) The reactants are [F:1][C:2]([F:29])([F:28])[C:3]1[CH:4]=[C:5]([CH:25]=[CH:26][CH:27]=1)[CH2:6][C:7]1[S:8][C:9]2[CH:15]=[CH:14][CH:13]=[C:12]([C:16]3[CH:17]=[C:18]([CH:22]=[CH:23][CH:24]=3)[C:19](O)=[O:20])[C:10]=2[CH:11]=1.[NH2:30][CH2:31][CH2:32][C:33]#[N:34].CCN=C=NCCCN(C)C.C1C=CC2N(O)N=NC=2C=1. The catalyst is C(=O)(O)[O-].[Na+].CN(C=O)C. The product is [C:31]([CH2:32][CH2:33][NH:34][C:19](=[O:20])[C:18]1[CH:22]=[CH:23][CH:24]=[C:16]([C:12]2[C:10]3[CH:11]=[C:7]([CH2:6][C:5]4[CH:25]=[CH:26][CH:27]=[C:3]([C:2]([F:29])([F:1])[F:28])[CH:4]=4)[S:8][C:9]=3[CH:15]=[CH:14][CH:13]=2)[CH:17]=1)#[N:30]. The yield is 0.560. (5) The reactants are [N+:1]([C:4]1[CH:5]=[C:6]([C:13]2[O:14][C:15]3[CH:21]=[CH:20][C:19]([C:22]4[CH:27]=[CH:26][CH:25]=[CH:24][CH:23]=4)=[CH:18][C:16]=3[N:17]=2)[CH:7]=[CH:8][C:9]=1[O:10][CH2:11][CH3:12])([O-])=O. The catalyst is O1CCOCC1.[Pd]. The product is [NH2:1][C:4]1[CH:5]=[C:6]([C:13]2[O:14][C:15]3[CH:21]=[CH:20][C:19]([C:22]4[CH:27]=[CH:26][CH:25]=[CH:24][CH:23]=4)=[CH:18][C:16]=3[N:17]=2)[CH:7]=[CH:8][C:9]=1[O:10][CH2:11][CH3:12]. The yield is 0.560.